From a dataset of Forward reaction prediction with 1.9M reactions from USPTO patents (1976-2016). Predict the product of the given reaction. (1) Given the reactants [C:1]([C:3]([C:6]1[CH:14]=[CH:13][C:9]([C:10]([OH:12])=[O:11])=[CH:8][CH:7]=1)([CH3:5])[CH3:4])#[N:2].[OH2:15], predict the reaction product. The product is: [C:3]([NH:2][C:1](=[O:15])[C:3]([C:6]1[CH:14]=[CH:13][C:9]([C:10]([OH:12])=[O:11])=[CH:8][CH:7]=1)([CH3:5])[CH3:4])([CH3:5])([CH3:4])[CH3:1]. (2) Given the reactants [F:1][C:2]([F:12])([C:8]([F:11])([F:10])[F:9])[C:3](=O)[CH2:4][C:5]#[N:6].Cl.[C:14]1([NH:20][NH2:21])[CH:19]=[CH:18][CH:17]=[CH:16][CH:15]=1, predict the reaction product. The product is: [F:1][C:2]([F:12])([C:3]1[CH:4]=[C:5]([NH2:6])[N:20]([C:14]2[CH:19]=[CH:18][CH:17]=[CH:16][CH:15]=2)[N:21]=1)[C:8]([F:9])([F:11])[F:10]. (3) Given the reactants [I-].[CH3:2][S+](C)(C)=O.[H-].[Na+].[Cl:9][C:10]1[C:11]([CH3:22])=[C:12](/[CH:16]=[CH:17]/[C:18]([O:20][CH3:21])=[O:19])[CH:13]=[CH:14][CH:15]=1, predict the reaction product. The product is: [Cl:9][C:10]1[C:11]([CH3:22])=[C:12]([C@@H:16]2[CH2:2][C@H:17]2[C:18]([O:20][CH3:21])=[O:19])[CH:13]=[CH:14][CH:15]=1. (4) Given the reactants [CH3:1][C:2]1[S:3][C:4]([C:10]([OH:12])=[O:11])=[C:5]([C:7]([OH:9])=O)[N:6]=1, predict the reaction product. The product is: [CH3:1][C:2]1[S:3][C:4]2[C:10](=[O:11])[O:12][C:7](=[O:9])[C:5]=2[N:6]=1.